Dataset: Reaction yield outcomes from USPTO patents with 853,638 reactions. Task: Predict the reaction yield, written as a fraction of the theoretical maximum amount of product (1.0 means a 100% yield; for example, 0.34 means a 34% yield). (1) The reactants are [Br:1][C:2]1[CH:7]=[CH:6][C:5]([OH:8])=[C:4]([CH3:9])[CH:3]=1.C(=O)([O-])[O-].[K+].[K+].[C:16]([O:19][CH2:20][CH2:21]Br)(=[O:18])[CH3:17]. The product is [CH2:20]([O:19][C:16](=[O:18])[CH2:17][O:8][C:5]1[CH:6]=[CH:7][C:2]([Br:1])=[CH:3][C:4]=1[CH3:9])[CH3:21]. The catalyst is CN(C=O)C. The yield is 1.00. (2) The reactants are [Cl-].O[NH3+:3].[C:4](=[O:7])([O-])[OH:5].[Na+].CS(C)=O.[CH2:13]([C:17]1[N:21]([CH2:22][C:23]2[CH:28]=[CH:27][C:26]([C:29]3[C:30]([C:35]#[N:36])=[CH:31][CH:32]=[CH:33][CH:34]=3)=[CH:25][CH:24]=2)[C:20](=[O:37])[N:19]([CH2:38][CH2:39][C:40]2[CH:45]=[CH:44][CH:43]=[CH:42][CH:41]=2)[N:18]=1)[CH2:14][CH2:15][CH3:16]. The catalyst is C(OCC)(=O)C. The product is [CH2:13]([C:17]1[N:21]([CH2:22][C:23]2[CH:28]=[CH:27][C:26]([C:29]3[CH:34]=[CH:33][CH:32]=[CH:31][C:30]=3[C:35]3[NH:3][C:4](=[O:7])[O:5][N:36]=3)=[CH:25][CH:24]=2)[C:20](=[O:37])[N:19]([CH2:38][CH2:39][C:40]2[CH:45]=[CH:44][CH:43]=[CH:42][CH:41]=2)[N:18]=1)[CH2:14][CH2:15][CH3:16]. The yield is 0.550.